The task is: Predict the reaction yield, written as a fraction of the theoretical maximum amount of product (1.0 means a 100% yield; for example, 0.34 means a 34% yield).. This data is from Reaction yield outcomes from USPTO patents with 853,638 reactions. (1) The reactants are [C:1]12(O)[CH2:10][CH:5]3[CH2:6][CH:7]([CH2:9][CH:3]([CH2:4]3)[CH2:2]1)[CH2:8]2.O.C1(C)C=CC(S(O)(=O)=O)=CC=1.C(O)C.[C:27]1([CH:34]=[CH:33][CH:32]=[C:30]([OH:31])[CH:29]=1)[OH:28]. The catalyst is O. The product is [OH:28][C:27]1[CH:29]=[C:30]([OH:31])[CH:32]=[CH:33][C:34]=1[C:1]12[CH2:10][CH:5]3[CH2:6][CH:7]([CH2:9][CH:3]([CH2:4]3)[CH2:2]1)[CH2:8]2. The yield is 0.860. (2) The reactants are [C:1]([C:5]1[C:6](=[O:16])[C:7](=[O:15])[CH:8]=[C:9]([C:11]([CH3:14])([CH3:13])[CH3:12])[CH:10]=1)([CH3:4])([CH3:3])[CH3:2].[N+:17]([O-])([OH:19])=[O:18].O. The catalyst is C(O)(=O)C. The product is [C:11]([C:9]1[CH:10]=[C:5]([C:1]([CH3:4])([CH3:2])[CH3:3])[C:6](=[O:16])[C:7](=[O:15])[C:8]=1[N+:17]([O-:19])=[O:18])([CH3:14])([CH3:13])[CH3:12]. The yield is 0.240. (3) The yield is 0.690. The product is [Cl:1][C:2]1[C:14]([NH:15][CH2:16][C:17]2[CH:22]=[C:21]([C:23]3[CH:28]=[CH:27][CH:26]=[C:25]([F:29])[CH:24]=3)[CH:20]=[CH:19][C:18]=2[F:30])=[C:13]([F:31])[CH:12]=[CH:11][C:3]=1[O:4][CH2:5][C:6]([OH:8])=[O:7]. The catalyst is C1COCC1. The reactants are [Cl:1][C:2]1[C:14]([NH:15][CH2:16][C:17]2[CH:22]=[C:21]([C:23]3[CH:28]=[CH:27][CH:26]=[C:25]([F:29])[CH:24]=3)[CH:20]=[CH:19][C:18]=2[F:30])=[C:13]([F:31])[CH:12]=[CH:11][C:3]=1[O:4][CH2:5][C:6]([O:8]CC)=[O:7].[Li+].[OH-]. (4) The reactants are [CH3:1][C:2]1[N:3]([CH:14]([C:16]2[CH:21]=[CH:20][CH:19]=[CH:18][CH:17]=2)[CH3:15])[C:4]2[C:9]([C:10]=1[C:11](O)=[O:12])=[CH:8][CH:7]=[CH:6][CH:5]=2.ON1C2C=CC=CC=2N=N1.C(N=C=NCCCN(C)C)C.CN(C)C.[NH2:47][CH2:48][C:49]1[C:50](=[O:58])[NH:51][C:52]([CH3:57])=[CH:53][C:54]=1[O:55][CH3:56]. The catalyst is ClCCl.O. The product is [CH3:56][O:55][C:54]1[CH:53]=[C:52]([CH3:57])[NH:51][C:50](=[O:58])[C:49]=1[CH2:48][NH:47][C:11]([C:10]1[C:9]2[C:4](=[CH:5][CH:6]=[CH:7][CH:8]=2)[N:3]([CH:14]([C:16]2[CH:21]=[CH:20][CH:19]=[CH:18][CH:17]=2)[CH3:15])[C:2]=1[CH3:1])=[O:12]. The yield is 0.520.